From a dataset of Forward reaction prediction with 1.9M reactions from USPTO patents (1976-2016). Predict the product of the given reaction. (1) Given the reactants Br[CH2:2][CH2:3][CH2:4][CH2:5][C:6]1[CH:11]=[CH:10][C:9]([O:12][CH3:13])=[CH:8][CH:7]=1.[I-:14].[Na+], predict the reaction product. The product is: [I:14][CH2:2][CH2:3][CH2:4][CH2:5][C:6]1[CH:11]=[CH:10][C:9]([O:12][CH3:13])=[CH:8][CH:7]=1. (2) Given the reactants [Cl:1][C:2]1[CH:7]=[CH:6][CH:5]=[C:4]([Cl:8])[C:3]=1[N:9]1[C:13]([CH2:14][O:15][C:16]2[CH:21]=[CH:20][C:19]([CH:22]([CH3:26])[CH2:23][CH2:24][OH:25])=[C:18]([CH3:27])[CH:17]=2)=[C:12]([CH:28]([CH3:30])[CH3:29])[CH:11]=[N:10]1.C(N(CC)CC)C.[N+:38]([C:41]1[CH:42]=[C:43]([S:47](Cl)(=[O:49])=[O:48])[CH:44]=[CH:45][CH:46]=1)([O-:40])=[O:39], predict the reaction product. The product is: [Cl:1][C:2]1[CH:7]=[CH:6][CH:5]=[C:4]([Cl:8])[C:3]=1[N:9]1[C:13]([CH2:14][O:15][C:16]2[CH:21]=[CH:20][C:19]([CH:22]([CH3:26])[CH2:23][CH2:24][O:25][S:47]([C:43]3[CH:44]=[CH:45][CH:46]=[C:41]([N+:38]([O-:40])=[O:39])[CH:42]=3)(=[O:48])=[O:49])=[C:18]([CH3:27])[CH:17]=2)=[C:12]([CH:28]([CH3:30])[CH3:29])[CH:11]=[N:10]1. (3) The product is: [N:20]12[CH2:25][CH2:24][CH:23]([CH2:22][CH2:21]1)[C@@H:18]([NH:17][C:10]([C:8]1[O:9][C:5]3[C:4]([Br:14])=[CH:3][C:2]([F:1])=[CH:13][C:6]=3[CH:7]=1)=[O:12])[CH2:19]2. Given the reactants [F:1][C:2]1[CH:3]=[C:4]([Br:14])[C:5]2[O:9][C:8]([C:10]([OH:12])=O)=[CH:7][C:6]=2[CH:13]=1.Cl.Cl.[NH2:17][C@@H:18]1[CH:23]2[CH2:24][CH2:25][N:20]([CH2:21][CH2:22]2)[CH2:19]1.CN(C(ON1N=NC2C=CC=NC1=2)=[N+](C)C)C.F[P-](F)(F)(F)(F)F.C(N(CC)C(C)C)(C)C, predict the reaction product. (4) Given the reactants Cl.Br[C:3]1[CH:8]=[CH:7][N:6]=[CH:5][C:4]=1[O:9][CH3:10].[B:11]1(B2OC(C)(C)C(C)(C)O2)[O:15]C(C)(C)C(C)(C)[O:12]1.C([O-])(=O)C.[K+], predict the reaction product. The product is: [CH3:10][O:9][C:4]1[CH:5]=[N:6][CH:7]=[CH:8][C:3]=1[B:11]([OH:15])[OH:12]. (5) Given the reactants [NH2:1][CH:2]([CH2:6][CH2:7][C:8](=[O:28])[NH:9][CH:10]([C:21](=[O:27])[NH:22][CH2:23][C:24]([OH:26])=[O:25])[CH2:11][S:12][CH2:13][C:14]([C:16]([O:18][CH2:19][CH3:20])=[O:17])=[O:15])[C:3](O)=[O:4].[C:29]1(C)C=CC(S(O)(=O)=O)=CC=1.[CH3:40][OH:41], predict the reaction product. The product is: [CH3:40][O:41][C:3](=[O:4])[CH:2]([NH2:1])[CH2:6][CH2:7][C:8](=[O:28])[NH:9][CH:10]([C:21](=[O:27])[NH:22][CH2:23][C:24]([O:26][CH3:29])=[O:25])[CH2:11][S:12][CH2:13][C:14]([C:16]([O:18][CH2:19][CH3:20])=[O:17])=[O:15]. (6) Given the reactants [NH2:1][C:2]1[CH:25]=[CH:24][C:5]([O:6][C:7]2[C:16]3[C:11](=[CH:12][C:13]([O:19][CH2:20][CH2:21][O:22][CH3:23])=[C:14]([C:17]#[N:18])[CH:15]=3)[N:10]=[CH:9][CH:8]=2)=[CH:4][CH:3]=1.[CH3:26][C:27]1[O:31][N:30]=[C:29]([NH:32][C:33](=O)[O:34]C2C=CC=CC=2)[CH:28]=1.C(N(C(C)C)CC)(C)C, predict the reaction product. The product is: [C:17]([C:14]1[CH:15]=[C:16]2[C:11](=[CH:12][C:13]=1[O:19][CH2:20][CH2:21][O:22][CH3:23])[N:10]=[CH:9][CH:8]=[C:7]2[O:6][C:5]1[CH:4]=[CH:3][C:2]([NH:1][C:33]([NH:32][C:29]2[CH:28]=[C:27]([CH3:26])[O:31][N:30]=2)=[O:34])=[CH:25][CH:24]=1)#[N:18]. (7) Given the reactants [OH:1][CH2:2][CH:3]1[O:8][CH2:7][CH2:6][N:5](C(OC(C)(C)C)=O)[CH2:4]1.[C:16]([C:20](O)=[O:21])([F:19])([F:18])[F:17], predict the reaction product. The product is: [F:17][C:16]([F:19])([F:18])[C:20]([O:1][CH2:2][CH:3]1[O:8][CH2:7][CH2:6][NH:5][CH2:4]1)=[O:21]. (8) Given the reactants [CH3:1][N:2]1[CH2:7][CH:6]([OH:8])[C:5]2[CH:9]=[CH:10][O:11][C:4]=2[CH2:3]1.[Br:12][C:13]1[CH:18]=[CH:17][C:16](F)=[CH:15][C:14]=1[Cl:20], predict the reaction product. The product is: [ClH:20].[Br:12][C:13]1[CH:18]=[CH:17][C:16]([O:8][CH:6]2[CH2:7][N:2]([CH3:1])[CH2:3][C:4]3[O:11][CH:10]=[CH:9][C:5]2=3)=[CH:15][C:14]=1[Cl:20]. (9) Given the reactants [NH2:1][C:2]1[N:7]=[CH:6][C:5]([CH:8]2[CH2:12][CH2:11][S:10](=[O:14])(=[O:13])[CH2:9]2)=[CH:4][CH:3]=1.C1C(=O)N([Br:22])C(=O)C1, predict the reaction product. The product is: [NH2:1][C:2]1[N:7]=[CH:6][C:5]([CH:8]2[CH2:12][CH2:11][S:10](=[O:14])(=[O:13])[CH2:9]2)=[CH:4][C:3]=1[Br:22].